Task: Predict the product of the given reaction.. Dataset: Forward reaction prediction with 1.9M reactions from USPTO patents (1976-2016) (1) Given the reactants Cl[C:2]1[N:7]=[C:6]([NH:8][C:9]2[N:14]=[CH:13][C:12]3[N:15]=[C:16]([CH2:21][O:22]C4CCCCO4)[N:17]([CH:18]([CH3:20])[CH3:19])[C:11]=3[CH:10]=2)[CH:5]=[CH:4][N:3]=1.C(O[C:34](=O)[N:35](C)[C:36]1[N:37]([CH3:54])[C:38]([Sn](CCCC)(CCCC)CCCC)=[CH:39][N:40]=1)(C)(C)C, predict the reaction product. The product is: [CH:18]([N:17]1[C:11]2[CH:10]=[C:9]([NH:8][C:6]3[CH:5]=[CH:4][N:3]=[C:2]([C:38]4[N:37]([CH3:54])[C:36]([NH:35][CH3:34])=[N:40][CH:39]=4)[N:7]=3)[N:14]=[CH:13][C:12]=2[N:15]=[C:16]1[CH2:21][OH:22])([CH3:20])[CH3:19]. (2) Given the reactants COP([CH2:7][C:8](=[O:21])[CH2:9][CH2:10][C:11]1[CH:20]=[CH:19][C:18]2[CH2:17][CH2:16][CH2:15][NH:14][C:13]=2[N:12]=1)(=O)OC.[CH2:22]([O:24][C:25](=[O:38])[CH2:26][CH:27]([C:31]1[CH:32]=[N:33][C:34]([CH3:37])=[N:35][CH:36]=1)[CH2:28][CH:29]=O)[CH3:23].C([O-])([O-])=O.[K+].[K+], predict the reaction product. The product is: [CH2:22]([O:24][C:25](=[O:38])[CH2:26][CH:27]([C:31]1[CH:32]=[N:33][C:34]([CH3:37])=[N:35][CH:36]=1)[CH2:28][CH:29]=[CH:7][C:8](=[O:21])[CH2:9][CH2:10][C:11]1[CH:20]=[CH:19][C:18]2[CH2:17][CH2:16][CH2:15][NH:14][C:13]=2[N:12]=1)[CH3:23]. (3) Given the reactants I[C:2]1[C:10]2[C:5](=[N:6][CH:7]=[C:8]([C:11]3[CH:16]=[C:15]([O:17][CH3:18])[C:14]([O:19][CH3:20])=[C:13]([O:21][CH3:22])[CH:12]=3)[N:9]=2)[N:4]([Si](C(C)C)(C(C)C)C(C)C)[CH:3]=1.[Li]CCCC.[CH3:38][C:39]1([CH:45]=[O:46])[CH2:44][CH2:43][S:42][CH2:41][CH2:40]1, predict the reaction product. The product is: [CH3:38][C:39]1([CH:45]([C:2]2[C:10]3[C:5](=[N:6][CH:7]=[C:8]([C:11]4[CH:12]=[C:13]([O:21][CH3:22])[C:14]([O:19][CH3:20])=[C:15]([O:17][CH3:18])[CH:16]=4)[N:9]=3)[NH:4][CH:3]=2)[OH:46])[CH2:44][CH2:43][S:42][CH2:41][CH2:40]1. (4) The product is: [CH3:9][O:8][C:5]1[C:4]([NH:10][S:11]([CH:14]2[CH2:16][CH2:15]2)(=[O:13])=[O:12])=[CH:3][C:2]([B:20]2[O:21][C:22]([CH3:24])([CH3:23])[C:18]([CH3:34])([CH3:17])[O:19]2)=[CH:7][N:6]=1. Given the reactants Br[C:2]1[CH:3]=[C:4]([NH:10][S:11]([CH:14]2[CH2:16][CH2:15]2)(=[O:13])=[O:12])[C:5]([O:8][CH3:9])=[N:6][CH:7]=1.[CH3:17][C:18]1([CH3:34])[C:22]([CH3:24])([CH3:23])[O:21][B:20]([B:20]2[O:21][C:22]([CH3:24])([CH3:23])[C:18]([CH3:34])([CH3:17])[O:19]2)[O:19]1.CC([O-])=O.[K+].N#N.C(Cl)Cl, predict the reaction product. (5) Given the reactants [OH:1][C:2]1[CH:7]=[CH:6][C:5](/[CH:8]=[CH:9]/[C:10]([C:12]2[CH:17]=[CH:16][CH:15]=[CH:14][CH:13]=2)=[O:11])=[CH:4][CH:3]=1.[N+:18]([CH2:21][C:22]([O:24][CH2:25][CH3:26])=[O:23])([O-:20])=[O:19].C(N(CC)CC)C, predict the reaction product. The product is: [OH:1][C:2]1[CH:3]=[CH:4][C:5]([CH:8]([CH2:9][C:10](=[O:11])[C:12]2[CH:13]=[CH:14][CH:15]=[CH:16][CH:17]=2)[CH:21]([N+:18]([O-:20])=[O:19])[C:22]([O:24][CH2:25][CH3:26])=[O:23])=[CH:6][CH:7]=1. (6) The product is: [N:7]1[C:8]([C:14]2[N:18]([CH:19]([CH3:20])[CH3:21])[N:17]=[C:16]([NH2:22])[N:15]=2)=[CH:9][N:10]2[C:6]=1[C:5]1[CH:23]=[CH:24][CH:2]=[CH:3][C:4]=1[O:13][CH2:12][CH2:11]2. Given the reactants Br[C:2]1[CH:24]=[CH:23][C:5]2[C:6]3[N:10]([CH2:11][CH2:12][O:13][C:4]=2[CH:3]=1)[CH:9]=[C:8]([C:14]1[N:18]([CH:19]([CH3:21])[CH3:20])[N:17]=[C:16]([NH2:22])[N:15]=1)[N:7]=3, predict the reaction product. (7) Given the reactants [C:1]([O:5][C:6]([N:8]1[CH2:12][CH:11]([O:13][C:14]2[C:23]3[C:18](=[CH:19][C:20]([O:24][CH3:25])=[CH:21][CH:22]=3)[CH:17]=[CH:16][N:15]=2)[CH2:10][CH:9]1[C:26](=[O:36])[NH:27][C:28]1([C:33]([OH:35])=O)[CH2:30][CH:29]1[CH2:31][CH3:32])=[O:7])([CH3:4])([CH3:3])[CH3:2].[CH:37]([C:40]1([O:43][S:44](=[O:47])(=[O:46])[NH2:45])[CH2:42][CH2:41]1)([CH3:39])[CH3:38], predict the reaction product. The product is: [C:1]([O:5][C:6]([N:8]1[CH2:12][CH:11]([O:13][C:14]2[C:23]3[C:18](=[CH:19][C:20]([O:24][CH3:25])=[CH:21][CH:22]=3)[CH:17]=[CH:16][N:15]=2)[CH2:10][CH:9]1[C:26](=[O:36])[NH:27][C:28]1([C:33]([NH:45][S:44]([O:43][C:40]2([CH:37]([CH3:39])[CH3:38])[CH2:42][CH2:41]2)(=[O:47])=[O:46])=[O:35])[CH2:30][CH:29]1[CH2:31][CH3:32])=[O:7])([CH3:4])([CH3:2])[CH3:3]. (8) Given the reactants [CH3:1][C:2]1[CH:7]=[C:6]([CH3:8])[N:5]=[C:4]([OH:9])[N:3]=1.S(=O)(=O)(O)O.[N+:15]([O-])([O-:17])=[O:16].[K+], predict the reaction product. The product is: [CH3:1][C:2]1[C:7]([N+:15]([O-:17])=[O:16])=[C:6]([CH3:8])[N:5]=[C:4]([OH:9])[N:3]=1.